This data is from Catalyst prediction with 721,799 reactions and 888 catalyst types from USPTO. The task is: Predict which catalyst facilitates the given reaction. (1) Product: [CH:25]1([S:15]([C:5]2[CH:6]=[CH:7][C:8]([O:11][CH3:12])=[CH:9][CH:10]=2)(=[O:17])=[O:14])[CH2:24][CH2:26]1. Reactant: C1(S[C:5]2[CH:10]=[CH:9][C:8]([O:11][CH3:12])=[CH:7][CH:6]=2)CC1.O[O:14][S:15]([O-:17])=O.[K+].Cl.C(O[CH2:24][CH3:25])(=O)C.[CH3:26]O. The catalyst class is: 6. (2) Reactant: [Cl:1][C:2]1[N:6]2[CH:7]=[C:8]([CH:15]3[CH2:18][CH2:17][CH2:16]3)[CH:9]=[C:10]([C:11]([F:14])([F:13])[F:12])[C:5]2=[N:4][C:3]=1[C:19](O)=[O:20].Cl.[NH:23]1[CH2:28][CH2:27][CH:26]([N:29]2[CH2:33][CH2:32][O:31][C:30]2=[O:34])[CH2:25][CH2:24]1.C(N(C(C)C)C(C)C)C.F[P-](F)(F)(F)(F)F.CN(C(ON1C2=NC=CC=C2N=N1)=[N+](C)C)C. Product: [Cl:1][C:2]1[N:6]2[CH:7]=[C:8]([CH:15]3[CH2:18][CH2:17][CH2:16]3)[CH:9]=[C:10]([C:11]([F:12])([F:13])[F:14])[C:5]2=[N:4][C:3]=1[C:19]([N:23]1[CH2:24][CH2:25][CH:26]([N:29]2[CH2:33][CH2:32][O:31][C:30]2=[O:34])[CH2:27][CH2:28]1)=[O:20]. The catalyst class is: 42. (3) Reactant: [ClH:1].O1CCOCC1.[C:8]1([C:14]2[N:19]=[C:18]([C:20]([N:22]3[CH2:27][CH2:26][N:25](C(OC(C)(C)C)=O)[CH2:24][CH:23]3[CH2:35][O:36][C:37]3[CH:38]=[N:39][CH:40]=[CH:41][CH:42]=3)=[O:21])[CH:17]=[CH:16][CH:15]=2)[CH:13]=[CH:12][CH:11]=[CH:10][CH:9]=1. Product: [ClH:1].[ClH:1].[C:8]1([C:14]2[N:19]=[C:18]([C:20]([N:22]3[CH2:27][CH2:26][NH:25][CH2:24][CH:23]3[CH2:35][O:36][C:37]3[CH:38]=[N:39][CH:40]=[CH:41][CH:42]=3)=[O:21])[CH:17]=[CH:16][CH:15]=2)[CH:9]=[CH:10][CH:11]=[CH:12][CH:13]=1. The catalyst class is: 5. (4) Reactant: [Cl:1][C:2]1[CH:26]=[CH:25][CH:24]=[CH:23][C:3]=1[CH2:4][C:5]1([CH3:22])[N:9]([CH3:10])[C:8](=[O:11])[N:7](CC2C=CC(OC)=CC=2)[C:6]1=[O:21].C([O-])(O)=O.[Na+].O. Product: [Cl:1][C:2]1[CH:26]=[CH:25][CH:24]=[CH:23][C:3]=1[CH2:4][C:5]1([CH3:22])[N:9]([CH3:10])[C:8](=[O:11])[NH:7][C:6]1=[O:21]. The catalyst class is: 47. (5) Reactant: C(=O)([O-])[O-].[K+].[K+].C[Si]([C:11]#[C:12][C:13]1[CH:18]=[CH:17][C:16]([C:19]2([NH2:22])[CH2:21][CH2:20]2)=[CH:15][CH:14]=1)(C)C. Product: [C:12]([C:13]1[CH:18]=[CH:17][C:16]([C:19]2([NH2:22])[CH2:20][CH2:21]2)=[CH:15][CH:14]=1)#[CH:11]. The catalyst class is: 5. (6) Reactant: C(N(CC)C(C)C)(C)C.[C:10]([O:14][C:15]([N:17]1[CH2:24][CH2:23][CH2:22][C@H:18]1[C:19]([OH:21])=O)=[O:16])([CH3:13])([CH3:12])[CH3:11].Cl.CN(C)CCCN=C=NCC.ON1C2C=CC=CC=2N=N1.[CH2:47]([N:54]1[CH:62]=[C:61]2[C:56]([CH:57]=[C:58]([C:63]3[CH:64]=[C:65]([CH:73]4[CH2:78][CH2:77][NH:76][CH2:75][CH2:74]4)[N:66]4[C:71]=3[C:70]([NH2:72])=[N:69][CH:68]=[N:67]4)[CH:59]=[CH:60]2)=[N:55]1)[C:48]1[CH:53]=[CH:52][CH:51]=[CH:50][CH:49]=1. Product: [C:10]([O:14][C:15]([N:17]1[CH2:24][CH2:23][CH2:22][CH:18]1[C:19]([N:76]1[CH2:77][CH2:78][CH:73]([C:65]2[N:66]3[C:71]([C:70]([NH2:72])=[N:69][CH:68]=[N:67]3)=[C:63]([C:58]3[CH:59]=[CH:60][C:61]4[C:56]([CH:57]=3)=[N:55][N:54]([CH2:47][C:48]3[CH:53]=[CH:52][CH:51]=[CH:50][CH:49]=3)[CH:62]=4)[CH:64]=2)[CH2:74][CH2:75]1)=[O:21])=[O:16])([CH3:11])([CH3:12])[CH3:13]. The catalyst class is: 3. (7) Reactant: B(Br)(Br)Br.[F:5][C:6]1[C:11]([F:12])=[C:10]([F:13])[C:9]([F:14])=[C:8]([F:15])[C:7]=1[C:16]1[CH:21]=[C:20]([CH3:22])[CH:19]=[CH:18][C:17]=1[O:23]C. Product: [F:5][C:6]1[C:11]([F:12])=[C:10]([F:13])[C:9]([F:14])=[C:8]([F:15])[C:7]=1[C:16]1[C:17]([OH:23])=[CH:18][CH:19]=[C:20]([CH3:22])[CH:21]=1. The catalyst class is: 4.